This data is from Forward reaction prediction with 1.9M reactions from USPTO patents (1976-2016). The task is: Predict the product of the given reaction. (1) Given the reactants [CH3:1][S:2]([O:5][CH:6]1[CH2:10][CH2:9][N:8]([C:11](=[O:28])[C:12]2[CH:17]=[CH:16][C:15]([CH2:18][C:19]3[NH:23][C:22]4[CH:24]=[CH:25][CH:26]=[CH:27][C:21]=4[N:20]=3)=[CH:14][CH:13]=2)[CH2:7]1)(=[O:4])=[O:3].C(=O)([O-])[O-].[K+].[K+].[CH2:35](I)[CH3:36], predict the reaction product. The product is: [CH3:1][S:2]([O:5][CH:6]1[CH2:10][CH2:9][N:8]([C:11](=[O:28])[C:12]2[CH:17]=[CH:16][C:15]([CH2:18][C:19]3[N:20]([CH2:35][CH3:36])[C:21]4[CH:27]=[CH:26][CH:25]=[CH:24][C:22]=4[N:23]=3)=[CH:14][CH:13]=2)[CH2:7]1)(=[O:4])=[O:3]. (2) Given the reactants [CH3:1][CH:2]1[C:6]([CH3:8])([CH3:7])[C:5]2[C:9]([CH2:11][CH2:12][CH2:13][C:4]=2[C:3]1([CH3:15])[CH3:14])=O.[C:16](O)(=O)C.[CH:20]([NH2:22])=[NH:21], predict the reaction product. The product is: [CH3:14][C:3]1([CH3:15])[C:4]2[CH2:13][CH2:12][C:11]3[CH:16]=[N:21][CH:20]=[N:22][C:9]=3[C:5]=2[C:6]([CH3:8])([CH3:7])[CH:2]1[CH3:1]. (3) Given the reactants [CH3:1][O:2][C:3]([C@@H:5]1[C@@H:9](C(O)=O)[CH2:8][N:7]([CH2:13][C:14]2[CH:19]=[CH:18][CH:17]=[CH:16][CH:15]=2)[CH2:6]1)=[O:4].CC[N:22]([CH2:25]C)CC.C1C=CC(P(N=[N+]=[N-])(C2C=CC=CC=2)=[O:34])=CC=1.[C:44]([OH:48])([CH3:47])([CH3:46])[CH3:45], predict the reaction product. The product is: [CH3:1][O:2][C:3]([C@H:5]1[C@H:9]([NH:22][C:25]([O:48][C:44]([CH3:47])([CH3:46])[CH3:45])=[O:34])[CH2:8][N:7]([CH2:13][C:14]2[CH:15]=[CH:16][CH:17]=[CH:18][CH:19]=2)[CH2:6]1)=[O:4]. (4) Given the reactants [CH3:1][O:2][CH:3]1[C:7]([C:8]2[CH:13]=[CH:12][C:11]([C:14]3[N:19]=[CH:18][CH:17]=[CH:16][N:15]=3)=[CH:10][CH:9]=2)=[CH:6][CH:5]([O:20][CH3:21])[O:4]1.C([O-])=O.[NH4+], predict the reaction product. The product is: [CH3:1][O:2][CH:3]1[CH:7]([C:8]2[CH:13]=[CH:12][C:11]([C:14]3[N:15]=[CH:16][CH:17]=[CH:18][N:19]=3)=[CH:10][CH:9]=2)[CH2:6][CH:5]([O:20][CH3:21])[O:4]1. (5) Given the reactants Br.[CH3:2][C:3]1[N:4]=[CH:5][NH:6][C:7]=1[CH3:8].[Cl:9][C:10]1[CH:17]=[CH:16][CH:15]=[CH:14][C:11]=1[CH2:12]Br.[OH-].[K+].CCOCC, predict the reaction product. The product is: [Cl:9][C:10]1[CH:17]=[CH:16][CH:15]=[CH:14][C:11]=1[CH2:12][N:4]1[C:3]([CH3:2])=[C:7]([CH3:8])[N:6]=[CH:5]1. (6) Given the reactants [Na].[CH2:2]1[O:4][CH:3]1[CH2:5][OH:6].[CH:7]([OH:10])([CH3:9])[CH3:8], predict the reaction product. The product is: [CH:7]([O:10][CH2:2][CH:3]([OH:4])[CH2:5][OH:6])([CH3:9])[CH3:8]. (7) Given the reactants [NH:1]([C:3]1[CH:4]=[N:5][CH:6]=[CH:7][CH:8]=1)[NH2:2].Cl.[CH3:10][C:11]1[CH:12]=[CH:13][C:14]([C:17](=O)[CH2:18][C:19](=O)[C:20]([O:22][CH3:23])=[O:21])=[N:15][CH:16]=1.C(=O)(O)[O-].[Na+], predict the reaction product. The product is: [CH3:10][C:11]1[CH:12]=[CH:13][C:14]([C:17]2[N:1]([C:3]3[CH:4]=[N:5][CH:6]=[CH:7][CH:8]=3)[N:2]=[C:19]([C:20]([O:22][CH3:23])=[O:21])[CH:18]=2)=[N:15][CH:16]=1. (8) Given the reactants [NH2:1][C:2]1[C:3]([C:30]#[N:31])=[C:4]([CH:27]=[CH:28][CH:29]=1)[O:5][CH:6]1[CH2:11][CH2:10][CH2:9][CH2:8][CH:7]1[O:12][C:13]1[CH:14]=[C:15]([CH:22]=[CH:23][C:24]=1[O:25][CH3:26])[C:16]([NH:18][CH:19]([CH3:21])[CH3:20])=[O:17].O=[C:33]([CH3:40])[CH2:34][C:35]([O:37][CH2:38][CH3:39])=[O:36], predict the reaction product. The product is: [NH2:31][C:30]1[C:3]2[C:2](=[CH:29][CH:28]=[CH:27][C:4]=2[O:5][CH:6]2[CH2:11][CH2:10][CH2:9][CH2:8][CH:7]2[O:12][C:13]2[CH:14]=[C:15]([C:16](=[O:17])[NH:18][CH:19]([CH3:21])[CH3:20])[CH:22]=[CH:23][C:24]=2[O:25][CH3:26])[N:1]=[C:33]([CH3:40])[C:34]=1[C:35]([O:37][CH2:38][CH3:39])=[O:36].